Task: Predict the reactants needed to synthesize the given product.. Dataset: Full USPTO retrosynthesis dataset with 1.9M reactions from patents (1976-2016) (1) Given the product [S:20]1[C:2]([C:2]2[S:20][C:5]3[C:6](=[O:19])[N:7]([C:10]4[C:15]([F:16])=[CH:14][C:13]([F:17])=[CH:12][C:11]=4[F:18])[C:8](=[O:9])[C:4]=3[CH:3]=2)=[CH:3][CH:4]=[C:5]1[C:33]1[S:32][C:31]([C:29]2[S:30][C:26]3[C:8](=[O:9])[N:7]([C:10]4[C:15]([F:16])=[CH:14][C:13]([F:17])=[CH:12][C:11]=4[F:18])[C:6](=[O:19])[C:27]=3[CH:28]=2)=[CH:35][CH:34]=1, predict the reactants needed to synthesize it. The reactants are: Br[C:2]1[S:20][C:5]2[C:6](=[O:19])[N:7]([C:10]3[C:15]([F:16])=[CH:14][C:13]([F:17])=[CH:12][C:11]=3[F:18])[C:8](=[O:9])[C:4]=2[CH:3]=1.C([Sn](CCCC)(CCCC)[C:26]1[S:30][C:29]([C:31]2[S:32][C:33]([Sn](CCCC)(CCCC)CCCC)=[CH:34][CH:35]=2)=[CH:28][CH:27]=1)CCC. (2) Given the product [NH2:1][C:2]1[C:7]([C:8]([O:10][CH2:11][CH3:12])=[O:9])=[C:6]([CH3:13])[N:5]=[C:4]2[S:14][C:15]([Br:24])=[C:16]([C:17]3[CH:22]=[CH:21][CH:20]=[C:19]([CH3:23])[CH:18]=3)[C:3]=12, predict the reactants needed to synthesize it. The reactants are: [NH2:1][C:2]1[C:7]([C:8]([O:10][CH2:11][CH3:12])=[O:9])=[C:6]([CH3:13])[N:5]=[C:4]2[S:14][CH:15]=[C:16]([C:17]3[CH:22]=[CH:21][CH:20]=[C:19]([CH3:23])[CH:18]=3)[C:3]=12.[Br:24]N1C(=O)CCC1=O. (3) Given the product [CH3:23][N:24]([CH3:29])[CH2:25][CH2:26][CH2:27][N:13]1[C:12]2[CH:11]=[CH:10][C:9]3[C:16](=[O:19])[CH2:17][CH2:18][C:8]=3[C:7]=2[C:6]2[CH:5]=[CH:4][C:3]([O:2][CH3:1])=[CH:15][C:14]1=2, predict the reactants needed to synthesize it. The reactants are: [CH3:1][O:2][C:3]1[CH:4]=[CH:5][C:6]2[C:7]3[C:8]4[CH2:18][CH2:17][C:16](=[O:19])[C:9]=4[CH:10]=[CH:11][C:12]=3[NH:13][C:14]=2[CH:15]=1.[H-].[Na+].Cl.[CH3:23][N:24]([CH3:29])[CH2:25][CH2:26][CH2:27]Cl.C1C2NC3C(=CC=CC=3)C=2C=CC=1. (4) Given the product [Cl:20][CH2:21][CH2:22][CH2:23][CH:24]([C:25]1[O:8][C:7]([C:6]2[CH:11]=[CH:12][C:13]([C:14]3[O:18][C:17]([CH3:19])=[N:16][CH:15]=3)=[C:4]([O:3][CH3:2])[CH:5]=2)=[N:9][N:10]=1)[C:28]1[CH:33]=[CH:32][CH:31]=[C:30]([Cl:34])[C:29]=1[Cl:35], predict the reactants needed to synthesize it. The reactants are: Cl.[CH3:2][O:3][C:4]1[CH:5]=[C:6]([CH:11]=[CH:12][C:13]=1[C:14]1[O:18][C:17]([CH3:19])=[N:16][CH:15]=1)[C:7]([NH:9][NH2:10])=[O:8].[Cl:20][CH2:21][CH2:22][CH2:23][CH:24]([C:28]1[CH:33]=[CH:32][CH:31]=[C:30]([Cl:34])[C:29]=1[Cl:35])[C:25](O)=O.C(N(CC)CC)C.CN(C(ON1N=NC2C=CC=NC1=2)=[N+](C)C)C.F[P-](F)(F)(F)(F)F.C(Cl)(Cl)(Cl)Cl.C1(P(C2C=CC=CC=2)C2C=CC=CC=2)C=CC=CC=1. (5) Given the product [Cl:1][C:2]1[CH:3]=[C:4]([CH2:9][OH:10])[CH:5]=[N:6][C:7]=1[N:16]1[CH2:15][CH2:14][NH:13][C@H:12]([CH3:11])[CH2:17]1, predict the reactants needed to synthesize it. The reactants are: [Cl:1][C:2]1[CH:3]=[C:4]([CH2:9][OH:10])[CH:5]=[N:6][C:7]=1Cl.[CH3:11][C@@H:12]1[CH2:17][NH:16][CH2:15][CH2:14][NH:13]1. (6) Given the product [C:4]12([OH:3])[CH2:13][CH:8]3[CH2:9][CH:10]([CH2:12][CH:6]([CH:7]3[OH:14])[CH2:5]1)[CH2:11]2, predict the reactants needed to synthesize it. The reactants are: [BH4-].[Na+].[OH:3][C:4]12[CH2:13][CH:8]3[CH2:9][CH:10]([CH2:12][CH:6]([C:7]3=[O:14])[CH2:5]1)[CH2:11]2.Cl. (7) Given the product [Cl:19][C:5]1[C:4]([CH3:20])=[C:3]([C:26]2[C:22]([CH3:21])=[N:23][O:24][C:25]=2[CH3:36])[C:8]([C:9]2[CH:14]=[CH:13][CH:12]=[C:11]([F:15])[CH:10]=2)=[C:7]([C:16](=[O:18])[CH3:17])[CH:6]=1, predict the reactants needed to synthesize it. The reactants are: [Na].Br[C:3]1[C:8]([C:9]2[CH:14]=[CH:13][CH:12]=[C:11]([F:15])[CH:10]=2)=[C:7]([C:16](=[O:18])[CH3:17])[CH:6]=[C:5]([Cl:19])[C:4]=1[CH3:20].[CH3:21][C:22]1[C:26](B2OC(C)(C)C(C)(C)O2)=[C:25]([CH3:36])[O:24][N:23]=1. (8) Given the product [CH2:12]([O:14][C:15]1[CH:16]=[C:17]([CH:19]=[CH:20][CH:21]=1)[NH:18][CH2:10][C:3]1[C:4]([CH3:8])([CH3:9])[CH2:5][CH2:6][CH2:7][C:2]=1[CH3:1])[CH3:13], predict the reactants needed to synthesize it. The reactants are: [CH3:1][C:2]1[CH2:7][CH2:6][CH2:5][C:4]([CH3:9])([CH3:8])[C:3]=1[CH:10]=O.[CH2:12]([O:14][C:15]1[CH:16]=[C:17]([CH:19]=[CH:20][CH:21]=1)[NH2:18])[CH3:13].C(O)(=O)C.C([BH3-])#N.[Na+]. (9) Given the product [F:1][C:2]1[CH:3]=[C:4]([N:37]2[CH2:41][C@H:40]([CH2:42][NH:43][C:44](=[O:46])[CH3:45])[O:39][C:38]2=[O:47])[CH:5]=[CH:6][C:7]=1[C:8]1[C:9](=[O:27])[NH:10][C:11]([O:14][C@@H:15]2[CH2:20][O:19][C:18]3=[N:21][C:22]([N+:24]([O-:26])=[O:25])=[CH:23][N:17]3[CH2:16]2)=[N:12][CH:13]=1, predict the reactants needed to synthesize it. The reactants are: [F:1][C:2]1[CH:3]=[C:4]([N:37]2[CH2:41][C@H:40]([CH2:42][NH:43][C:44](=[O:46])[CH3:45])[O:39][C:38]2=[O:47])[CH:5]=[CH:6][C:7]=1[C:8]1[C:9]([O:27]CC2C=CC(OC)=CC=2)=[N:10][C:11]([O:14][C@@H:15]2[CH2:20][O:19][C:18]3=[N:21][C:22]([N+:24]([O-:26])=[O:25])=[CH:23][N:17]3[CH2:16]2)=[N:12][CH:13]=1. (10) Given the product [C:1]([NH:9][C:10]1[S:11][CH2:12][C@@H:13]2[CH2:18][N:17]([C:19]([O:21][CH2:22][C:23]3[CH:24]=[CH:25][CH:26]=[CH:27][CH:28]=3)=[O:20])[CH2:16][C@:14]2([C:29]2[S:30][C:31]([Br:34])=[CH:32][CH:33]=2)[N:15]=1)(=[O:8])[C:2]1[CH:3]=[CH:4][CH:5]=[CH:6][CH:7]=1, predict the reactants needed to synthesize it. The reactants are: [C:1]([NH:9][C:10]1[S:11][CH2:12][C@@H:13]2[CH2:18][N:17]([C:19]([O:21][CH2:22][C:23]3[CH:28]=[CH:27][CH:26]=[CH:25][CH:24]=3)=[O:20])[CH2:16][C@:14]2([C:29]2[S:30][CH:31]=[CH:32][CH:33]=2)[N:15]=1)(=[O:8])[C:2]1[CH:7]=[CH:6][CH:5]=[CH:4][CH:3]=1.[Br:34]N1C(=O)CCC1=O.